From a dataset of Full USPTO retrosynthesis dataset with 1.9M reactions from patents (1976-2016). Predict the reactants needed to synthesize the given product. (1) Given the product [Br:20][CH2:39][CH2:38][C:29]1[CH:30]=[CH:31][C:32]2[C:37](=[CH:36][CH:35]=[CH:34][CH:33]=2)[CH:28]=1, predict the reactants needed to synthesize it. The reactants are: C1(P(C2C=CC=CC=2)C2C=CC=CC=2)C=CC=CC=1.[Br:20]N1C(=O)CCC1=O.[CH:28]1[C:37]2[C:32](=[CH:33][CH:34]=[CH:35][CH:36]=2)[CH:31]=[CH:30][C:29]=1[CH2:38][CH2:39]O.N1C=CN=C1. (2) Given the product [C:1]([O:5][C:6]([N:8]1[CH2:9][CH2:10][C:11]2([NH:15][C:14](=[O:16])[N:13]([CH2:26][C:25]3[CH:28]=[CH:29][C:22]([O:21][CH3:20])=[CH:23][CH:24]=3)[C:12]2=[O:17])[CH2:18][CH2:19]1)=[O:7])([CH3:4])([CH3:2])[CH3:3], predict the reactants needed to synthesize it. The reactants are: [C:1]([O:5][C:6]([N:8]1[CH2:19][CH2:18][C:11]2([NH:15][C:14](=[O:16])[NH:13][C:12]2=[O:17])[CH2:10][CH2:9]1)=[O:7])([CH3:4])([CH3:3])[CH3:2].[CH3:20][O:21][C:22]1[CH:29]=[CH:28][C:25]([CH2:26]Cl)=[CH:24][CH:23]=1.C(=O)([O-])[O-].[K+].[K+].CN(C=O)C. (3) Given the product [CH:47]12[CH2:52][CH:50]([CH:49]=[CH:48]1)[CH2:51][CH:46]2[CH2:45][O:33][C:30]1[CH:29]=[CH:28][C:27]([C:25]2[O:26][C:22]([C:18]3[CH:19]=[CH:20][CH:21]=[C:16]([C:14]4[O:15][C:11]([C:8]5[CH:7]=[CH:6][C:5]([C:1]([CH3:4])([CH3:2])[CH3:3])=[CH:10][CH:9]=5)=[N:12][N:13]=4)[CH:17]=3)=[N:23][N:24]=2)=[CH:32][CH:31]=1, predict the reactants needed to synthesize it. The reactants are: [C:1]([C:5]1[CH:10]=[CH:9][C:8]([C:11]2[O:15][C:14]([C:16]3[CH:17]=[C:18]([C:22]4[O:26][C:25]([C:27]5[CH:32]=[CH:31][C:30]([OH:33])=[CH:29][CH:28]=5)=[N:24][N:23]=4)[CH:19]=[CH:20][CH:21]=3)=[N:13][N:12]=2)=[CH:7][CH:6]=1)([CH3:4])([CH3:3])[CH3:2].CC1C=CC(S(O[CH2:45][CH:46]2[CH2:51][CH:50]3[CH2:52][CH:47]2[CH:48]=[CH:49]3)(=O)=O)=CC=1.C([O-])([O-])=O.[Cs+].[Cs+].O.